This data is from Catalyst prediction with 721,799 reactions and 888 catalyst types from USPTO. The task is: Predict which catalyst facilitates the given reaction. (1) Product: [C:16]([C:20]1[CH:25]=[CH:24][C:23]([NH:26][C:27]([N:15]2[CH:10]3[CH2:11][CH2:12][CH:13]2[CH2:14][N:8]([C:3]2[C:2]([Cl:1])=[CH:7][CH:6]=[CH:5][N:4]=2)[CH2:9]3)=[O:28])=[CH:22][CH:21]=1)([CH3:19])([CH3:17])[CH3:18]. The catalyst class is: 4. Reactant: [Cl:1][C:2]1[C:3]([N:8]2[CH2:14][CH:13]3[NH:15][CH:10]([CH2:11][CH2:12]3)[CH2:9]2)=[N:4][CH:5]=[CH:6][CH:7]=1.[C:16]([C:20]1[CH:25]=[CH:24][C:23]([N:26]=[C:27]=[O:28])=[CH:22][CH:21]=1)([CH3:19])([CH3:18])[CH3:17]. (2) The catalyst class is: 12. Product: [N+:1]([C:4]1[S:8][C:7]([S:9]([N:12]2[CH2:17][CH2:16][N:15]([C:67]3[N:68]=[CH:69][C:70]([C:73]([OH:82])([C:74]([F:75])([F:76])[F:77])[C:78]([F:80])([F:81])[F:79])=[CH:71][N:72]=3)[C@@H:14]([CH2:18][N:19]3[CH:20]4[CH2:27][CH:26]([OH:28])[CH2:25][CH:24]3[CH2:23][O:22][CH2:21]4)[CH2:13]2)(=[O:11])=[O:10])=[CH:6][CH:5]=1)([O-:3])=[O:2].[N+:29]([C:32]1[S:36][C:35]([S:37]([N:40]2[CH2:45][CH2:44][N:43]([C:67]3[N:68]=[CH:69][C:70]([C:73]([OH:82])([C:74]([F:75])([F:76])[F:77])[C:78]([F:80])([F:81])[F:79])=[CH:71][N:72]=3)[C@@H:42]([CH2:46][N:47]3[CH:48]4[CH2:55][C:54](=[O:56])[CH2:53][CH:52]3[CH2:51][O:50][CH2:49]4)[CH2:41]2)(=[O:39])=[O:38])=[CH:34][CH:33]=1)([O-:31])=[O:30]. Reactant: [N+:1]([C:4]1[S:8][C:7]([S:9]([N:12]2[CH2:17][CH2:16][NH:15][C@@H:14]([CH2:18][N:19]3[CH:24]4[CH2:25][CH:26]([OH:28])[CH2:27][CH:20]3[CH2:21][O:22][CH2:23]4)[CH2:13]2)(=[O:11])=[O:10])=[CH:6][CH:5]=1)([O-:3])=[O:2].[N+:29]([C:32]1[S:36][C:35]([S:37]([N:40]2[CH2:45][CH2:44][NH:43][C@@H:42]([CH2:46][N:47]3[CH:52]4[CH2:53][C:54](=[O:56])[CH2:55][CH:48]3[CH2:49][O:50][CH2:51]4)[CH2:41]2)(=[O:39])=[O:38])=[CH:34][CH:33]=1)([O-:31])=[O:30].CCN(C(C)C)C(C)C.Cl[C:67]1[N:72]=[CH:71][C:70]([C:73]([OH:82])([C:78]([F:81])([F:80])[F:79])[C:74]([F:77])([F:76])[F:75])=[CH:69][N:68]=1. (3) Reactant: [C:1]([O:5][C:6]([N:8]1[CH2:13][CH2:12][N:11]([C:14]2[N:19]=[CH:18][C:17]([C:20]3[N:24]4[N:25]=[CH:26][CH:27]=[C:28]([N:29]5[CH2:34][CH2:33][O:32][CH2:31][CH2:30]5)[C:23]4=[N:22][C:21]=3[C:35]([O:37]CC)=[O:36])=[CH:16][CH:15]=2)[CH2:10][CH2:9]1)=[O:7])([CH3:4])([CH3:3])[CH3:2].C1COCC1.[OH-].[Na+]. Product: [C:1]([O:5][C:6]([N:8]1[CH2:13][CH2:12][N:11]([C:14]2[N:19]=[CH:18][C:17]([C:20]3[N:24]4[N:25]=[CH:26][CH:27]=[C:28]([N:29]5[CH2:34][CH2:33][O:32][CH2:31][CH2:30]5)[C:23]4=[N:22][C:21]=3[C:35]([OH:37])=[O:36])=[CH:16][CH:15]=2)[CH2:10][CH2:9]1)=[O:7])([CH3:4])([CH3:2])[CH3:3]. The catalyst class is: 5. (4) Reactant: [C:1]([O:5][C:6]([N:8]1[CH2:13][CH2:12][O:11][CH:10]([CH2:14]O)[CH2:9]1)=[O:7])([CH3:4])([CH3:3])[CH3:2].C(Br)(Br)(Br)[Br:17].C1(P(C2C=CC=CC=2)C2C=CC=CC=2)C=CC=CC=1. Product: [C:1]([O:5][C:6]([N:8]1[CH2:13][CH2:12][O:11][CH:10]([CH2:14][Br:17])[CH2:9]1)=[O:7])([CH3:4])([CH3:3])[CH3:2]. The catalyst class is: 4. (5) Reactant: Br[C:2]1[CH:3]=[C:4]2[C:9](=[CH:10][CH:11]=1)[C:8](=[O:12])[NH:7][N:6]=[C:5]2[Cl:13].[N:14]1([CH2:20][CH2:21][N:22]2[CH2:27][CH2:26][NH:25][CH2:24][CH2:23]2)[CH2:19][CH2:18][O:17][CH2:16][CH2:15]1.C1C=CC(P(C2C(C3C(P(C4C=CC=CC=4)C4C=CC=CC=4)=CC=C4C=3C=CC=C4)=C3C(C=CC=C3)=CC=2)C2C=CC=CC=2)=CC=1.CC([O-])(C)C.[Na+]. Product: [Cl:13][C:5]1[C:4]2[C:9](=[CH:10][CH:11]=[C:2]([N:25]3[CH2:24][CH2:23][N:22]([CH2:21][CH2:20][N:14]4[CH2:15][CH2:16][O:17][CH2:18][CH2:19]4)[CH2:27][CH2:26]3)[CH:3]=2)[C:8](=[O:12])[NH:7][N:6]=1. The catalyst class is: 686.